This data is from Catalyst prediction with 721,799 reactions and 888 catalyst types from USPTO. The task is: Predict which catalyst facilitates the given reaction. Reactant: Br[CH2:2][C:3]([C:5]1[CH:14]=[CH:13][C:8]([C:9]([O:11][CH3:12])=[O:10])=[CH:7][CH:6]=1)=[O:4].[BH4-].[Na+].C([O-])([O-])=O.[K+].[K+].O. Product: [O:4]1[CH2:2][CH:3]1[C:5]1[CH:14]=[CH:13][C:8]([C:9]([O:11][CH3:12])=[O:10])=[CH:7][CH:6]=1. The catalyst class is: 5.